Predict the reaction yield, written as a fraction of the theoretical maximum amount of product (1.0 means a 100% yield; for example, 0.34 means a 34% yield). From a dataset of Reaction yield outcomes from USPTO patents with 853,638 reactions. (1) The reactants are C([O:8][C:9]1[CH:17]=[CH:16][C:12]([C:13]([OH:15])=O)=[C:11]([Cl:18])[CH:10]=1)C1C=CC=CC=1.CN1CCOCC1.[N:26]1([CH2:31][CH2:32][CH2:33][S:34]([C:37]2[CH:42]=[CH:41][C:40]([NH:43][C:44]3[N:49]=[CH:48][C:47]([NH2:50])=[CH:46][N:45]=3)=[CH:39][CH:38]=2)(=[O:36])=[O:35])[CH2:30][CH2:29][CH2:28][CH2:27]1.B(Br)(Br)Br. The catalyst is C(Cl)Cl. The product is [Cl:18][C:11]1[CH:10]=[C:9]([OH:8])[CH:17]=[CH:16][C:12]=1[C:13]([NH:50][C:47]1[CH:48]=[N:49][C:44]([NH:43][C:40]2[CH:41]=[CH:42][C:37]([S:34]([CH2:33][CH2:32][CH2:31][N:26]3[CH2:30][CH2:29][CH2:28][CH2:27]3)(=[O:35])=[O:36])=[CH:38][CH:39]=2)=[N:45][CH:46]=1)=[O:15]. The yield is 0.0400. (2) The reactants are Cl.[CH2:2]([O:9][C:10](=[O:15])[C@H:11]([CH2:13][OH:14])[NH2:12])[C:3]1[CH:8]=[CH:7][CH:6]=[CH:5][CH:4]=1.[CH:16](=O)[C:17]1[CH:22]=[CH:21][CH:20]=[CH:19][CH:18]=1.C([O-])(=O)C.[Na+].C([BH3-])#N.[Na+]. The catalyst is CO. The product is [CH2:2]([O:9][C:10](=[O:15])[C@H:11]([CH2:13][OH:14])[NH:12][CH2:16][C:17]1[CH:22]=[CH:21][CH:20]=[CH:19][CH:18]=1)[C:3]1[CH:8]=[CH:7][CH:6]=[CH:5][CH:4]=1. The yield is 0.810. (3) The reactants are [F:1][C:2]1[CH:3]=[C:4]([CH:11]=[CH:12][CH:13]=1)[C:5](N(OC)C)=[O:6].[CH:14]([Mg]Br)=C. The catalyst is C1COCC1. The product is [F:1][C:2]1[CH:3]=[C:4]([C:5](=[O:6])[CH3:14])[CH:11]=[CH:12][CH:13]=1. The yield is 0.750. (4) The reactants are [O:1]=[C:2]1[C:14]2[C:9](=[N:10][C:11](C#N)=[C:12]([C:15]#[N:16])[N:13]=2)[C:8]2[CH:7]=[CH:6][CH:5]=[CH:4][C:3]1=2.C([O-])(=O)C.[NH4+:23].[O-]S([O-])(=O)=O.[Na+].[Na+]. The catalyst is C1COCC1. The product is [NH2:23][C:11]1[N:10]=[C:9]2[C:8]3[CH:7]=[CH:6][CH:5]=[CH:4][C:3]=3[C:2](=[O:1])[C:14]2=[N:13][C:12]=1[C:15]#[N:16]. The yield is 0.900. (5) The reactants are Cl[C:2]1[N:7]=[C:6]([NH:8][N:9]=[CH:10][C:11]2[CH:16]=[CH:15][C:14]([O:17][C:18]([F:21])([F:20])[F:19])=[CH:13][CH:12]=2)[N:5]=[C:4]([NH:22][C:23]2[CH:28]=[CH:27][C:26]([F:29])=[C:25]([C:30]([F:33])([F:32])[F:31])[CH:24]=2)[N:3]=1.C(N(C(C)C)CC)(C)C.[NH2:43][CH2:44][C:45]1[CH:46]=[N:47][C:48]([Cl:51])=[CH:49][CH:50]=1. The catalyst is O1CCOCC1. The product is [Cl:51][C:48]1[N:47]=[CH:46][C:45]([CH2:44][NH:43][C:2]2[N:3]=[C:4]([NH:22][C:23]3[CH:28]=[CH:27][C:26]([F:29])=[C:25]([C:30]([F:33])([F:32])[F:31])[CH:24]=3)[N:5]=[C:6]([NH:8][N:9]=[CH:10][C:11]3[CH:16]=[CH:15][C:14]([O:17][C:18]([F:19])([F:20])[F:21])=[CH:13][CH:12]=3)[N:7]=2)=[CH:50][CH:49]=1. The yield is 0.320. (6) The reactants are [CH3:1][N:2]1[C:10]2[C:5](=[CH:6][CH:7]=[C:8]([N:11]3[CH:16]=[CH:15][C:14]([CH2:17][CH2:18][C:19]4[CH:24]=[CH:23][CH:22]=[CH:21][CH:20]=4)=[CH:13][C:12]3=[O:25])[CH:9]=2)[C:4]2[CH2:26][CH2:27][N:28](C(OC(C)(C)C)=O)[CH2:29][C:3]1=2.C1(N)C(F)=C(F)C(F)=C(N)C=1F.[ClH:49].Cl. No catalyst specified. The product is [ClH:49].[ClH:49].[CH3:1][N:2]1[C:10]2[C:5](=[CH:6][CH:7]=[C:8]([N:11]3[CH:16]=[CH:15][C:14]([CH2:17][CH2:18][C:19]4[CH:24]=[CH:23][CH:22]=[CH:21][CH:20]=4)=[CH:13][C:12]3=[O:25])[CH:9]=2)[C:4]2[CH2:26][CH2:27][NH:28][CH2:29][C:3]1=2. The yield is 0.510.